From a dataset of Full USPTO retrosynthesis dataset with 1.9M reactions from patents (1976-2016). Predict the reactants needed to synthesize the given product. The reactants are: [C:1]([O:5][C:6]([N:8]1[CH2:13][CH2:12][N:11]([C:14]2[CH:19]=[C:18]([N+:20]([O-])=O)[CH:17]=[CH:16][C:15]=2[O:23][CH3:24])[CH2:10][CH2:9]1)=[O:7])([CH3:4])([CH3:3])[CH3:2]. Given the product [C:1]([O:5][C:6]([N:8]1[CH2:13][CH2:12][N:11]([C:14]2[CH:19]=[C:18]([NH2:20])[CH:17]=[CH:16][C:15]=2[O:23][CH3:24])[CH2:10][CH2:9]1)=[O:7])([CH3:4])([CH3:3])[CH3:2], predict the reactants needed to synthesize it.